Dataset: Peptide-MHC class I binding affinity with 185,985 pairs from IEDB/IMGT. Task: Regression. Given a peptide amino acid sequence and an MHC pseudo amino acid sequence, predict their binding affinity value. This is MHC class I binding data. (1) The peptide sequence is QMRAVGQPL. The MHC is HLA-A31:01 with pseudo-sequence HLA-A31:01. The binding affinity (normalized) is 0.317. (2) The peptide sequence is LTGGTGVGK. The MHC is HLA-A24:02 with pseudo-sequence HLA-A24:02. The binding affinity (normalized) is 0.0235. (3) The peptide sequence is IMASLVLAR. The MHC is HLA-A68:01 with pseudo-sequence HLA-A68:01. The binding affinity (normalized) is 0.691. (4) The peptide sequence is VQLPQYFTF. The MHC is HLA-A68:02 with pseudo-sequence HLA-A68:02. The binding affinity (normalized) is 0.0847.